This data is from Catalyst prediction with 721,799 reactions and 888 catalyst types from USPTO. The task is: Predict which catalyst facilitates the given reaction. (1) Reactant: F[C:2]1[CH:14]=[CH:13][C:5]([C:6]([O:8][C:9]([CH3:12])([CH3:11])[CH3:10])=[O:7])=[CH:4][CH:3]=1.[OH:15][C:16]1[CH:23]=[CH:22][C:19]([C:20]#[N:21])=[CH:18][CH:17]=1.C(=O)([O-])[O-].[K+].[K+]. Product: [C:20]([C:19]1[CH:22]=[CH:23][C:16]([O:15][C:2]2[CH:14]=[CH:13][C:5]([C:6]([O:8][C:9]([CH3:12])([CH3:11])[CH3:10])=[O:7])=[CH:4][CH:3]=2)=[CH:17][CH:18]=1)#[N:21]. The catalyst class is: 9. (2) Product: [CH3:32][O:33][C:34]1[CH:41]=[CH:40][CH:39]=[CH:38][C:35]=1[CH2:36][NH:37][C:24]([C:23]1[N:19]([C:17]2[S:18][C:14]([CH2:13][NH:12][C:10](=[O:11])[C@@H:9]([NH:8][C:6](=[O:7])[O:5][C:1]([CH3:3])([CH3:4])[CH3:2])[CH3:31])=[CH:15][CH:16]=2)[N:20]=[C:21]([C:27]([F:29])([F:30])[F:28])[CH:22]=1)=[O:25]. The catalyst class is: 17. Reactant: [C:1]([O:5][C:6]([NH:8][C@@H:9]([CH3:31])[C:10]([NH:12][CH2:13][C:14]1[S:18][C:17]([N:19]2[C:23]([C:24](O)=[O:25])=[CH:22][C:21]([C:27]([F:30])([F:29])[F:28])=[N:20]2)=[CH:16][CH:15]=1)=[O:11])=[O:7])([CH3:4])([CH3:3])[CH3:2].[CH3:32][O:33][C:34]1[CH:41]=[CH:40][CH:39]=[CH:38][C:35]=1[CH2:36][NH2:37].O=P(Cl)(Cl)Cl. (3) Reactant: [CH3:1][C@H:2]1[O:7][C@@H:6]([CH3:8])[CH2:5][NH:4][CH2:3]1.C(=O)([O-])[O-].[K+].[K+].Cl[C:16]1[CH:17]=[CH:18][C:19]([N+:23]([O-:25])=[O:24])=[C:20]([CH:22]=1)[NH2:21].O. Product: [CH3:1][C@H:2]1[CH2:3][N:4]([C:16]2[CH:17]=[CH:18][C:19]([N+:23]([O-:25])=[O:24])=[C:20]([CH:22]=2)[NH2:21])[CH2:5][C@@H:6]([CH3:8])[O:7]1. The catalyst class is: 80. (4) Reactant: [CH3:1][C:2]1[C:7]([C:8](O)=[O:9])=[CH:6][C:5]([S:11]([N:14]2[CH2:18][CH2:17][CH2:16][CH2:15]2)(=[O:13])=[O:12])=[CH:4][C:3]=1[C:19]1[CH:24]=[CH:23][C:22]([CH3:25])=[CH:21][CH:20]=1.[CH3:26][C:27]1[N:32]=[CH:31][C:30]([CH2:33][NH2:34])=[CH:29][N:28]=1.F[P-](F)(F)(F)(F)F.C[N+](C)=C(N(C)C)ON1C2N=CC=CC=2N=N1.C(N(CC)C(C)C)(C)C. Product: [CH3:1][C:2]1[C:7]([C:8]([NH:34][CH2:33][C:30]2[CH:29]=[N:28][C:27]([CH3:26])=[N:32][CH:31]=2)=[O:9])=[CH:6][C:5]([S:11]([N:14]2[CH2:18][CH2:17][CH2:16][CH2:15]2)(=[O:13])=[O:12])=[CH:4][C:3]=1[C:19]1[CH:24]=[CH:23][C:22]([CH3:25])=[CH:21][CH:20]=1. The catalyst class is: 9.